Dataset: Peptide-MHC class I binding affinity with 185,985 pairs from IEDB/IMGT. Task: Regression. Given a peptide amino acid sequence and an MHC pseudo amino acid sequence, predict their binding affinity value. This is MHC class I binding data. The peptide sequence is HPLSHFVNL. The MHC is HLA-B15:01 with pseudo-sequence HLA-B15:01. The binding affinity (normalized) is 0.